Dataset: Full USPTO retrosynthesis dataset with 1.9M reactions from patents (1976-2016). Task: Predict the reactants needed to synthesize the given product. (1) Given the product [CH2:10]([C:14]1[N:15]([CH2:27][CH2:28][CH2:29][NH:30][C:8]([NH:7][C:1]2[CH:6]=[CH:5][CH:4]=[CH:3][CH:2]=2)=[O:9])[C:16]2[C:25]3[CH:24]=[CH:23][CH:22]=[CH:21][C:20]=3[N:19]=[CH:18][C:17]=2[N:26]=1)[CH2:11][CH2:12][CH3:13], predict the reactants needed to synthesize it. The reactants are: [C:1]1([N:7]=[C:8]=[O:9])[CH:6]=[CH:5][CH:4]=[CH:3][CH:2]=1.[CH2:10]([C:14]1[N:15]([CH2:27][CH2:28][CH2:29][NH2:30])[C:16]2[C:25]3[CH:24]=[CH:23][CH:22]=[CH:21][C:20]=3[N:19]=[CH:18][C:17]=2[N:26]=1)[CH2:11][CH2:12][CH3:13]. (2) The reactants are: Br[C:2]1[CH:7]=[CH:6][C:5]([N:8]([C:13]2[C:31]([CH:32]3[CH2:34][CH2:33]3)=[CH:30][C:16]3[C:17]([C:27]([OH:29])=[O:28])=[C:18]([C:20]4[CH:25]=[CH:24][C:23]([Cl:26])=[CH:22][CH:21]=4)[O:19][C:15]=3[CH:14]=2)[S:9]([CH3:12])(=[O:11])=[O:10])=[CH:4][C:3]=1[Cl:35].[CH3:36][C:37]1([CH3:53])[C:41]([CH3:43])([CH3:42])[O:40][B:39]([B:39]2[O:40][C:41]([CH3:43])([CH3:42])[C:37]([CH3:53])([CH3:36])[O:38]2)[O:38]1.C([O-])(=O)C.[K+]. Given the product [Cl:35][C:3]1[CH:4]=[C:5]([N:8]([C:13]2[C:31]([CH:32]3[CH2:34][CH2:33]3)=[CH:30][C:16]3[C:17]([C:27]([OH:29])=[O:28])=[C:18]([C:20]4[CH:25]=[CH:24][C:23]([Cl:26])=[CH:22][CH:21]=4)[O:19][C:15]=3[CH:14]=2)[S:9]([CH3:12])(=[O:11])=[O:10])[CH:6]=[CH:7][C:2]=1[B:39]1[O:40][C:41]([CH3:43])([CH3:42])[C:37]([CH3:53])([CH3:36])[O:38]1, predict the reactants needed to synthesize it. (3) Given the product [CH3:1][O:2][C:3]1[CH:4]=[CH:5][C:6]([CH2:7][O:8][C@H:9]([C@H:11]([O:20][C:28]2[CH:33]=[CH:32][CH:31]=[CH:30][CH:29]=2)[C@H:12]([CH:18]=[CH2:19])[CH2:13][CH2:14][CH:15]([CH3:16])[CH3:17])[CH3:10])=[CH:21][CH:22]=1, predict the reactants needed to synthesize it. The reactants are: [CH3:1][O:2][C:3]1[CH:22]=[CH:21][C:6]([CH2:7][O:8][C@H:9]([C@H:11]([OH:20])[C@H:12]([CH:18]=[CH2:19])[CH2:13][CH2:14][CH:15]([CH3:17])[CH3:16])[CH3:10])=[CH:5][CH:4]=1.CC(O[Bi](OC(C)=O)([C:28]1[CH:33]=[CH:32][CH:31]=[CH:30][CH:29]=1)([C:28]1[CH:33]=[CH:32][CH:31]=[CH:30][CH:29]=1)[C:28]1[CH:33]=[CH:32][CH:31]=[CH:30][CH:29]=1)=O.C1(N(C)C2CCCCC2)CCCCC1.